This data is from Reaction yield outcomes from USPTO patents with 853,638 reactions. The task is: Predict the reaction yield, written as a fraction of the theoretical maximum amount of product (1.0 means a 100% yield; for example, 0.34 means a 34% yield). (1) The reactants are [NH2:1][C:2]1[CH:10]=[C:6]([C:7]([OH:9])=[O:8])[C:5]([OH:11])=[CH:4][CH:3]=1.[N+:12]([C:15]1[CH:20]=[CH:19][C:18]([CH2:21][CH2:22]Br)=[CH:17][CH:16]=1)([O-:14])=[O:13]. No catalyst specified. The product is [OH:11][C:5]1[CH:4]=[CH:3][C:2]([NH:1][CH2:22][CH2:21][C:18]2[CH:17]=[CH:16][C:15]([N+:12]([O-:14])=[O:13])=[CH:20][CH:19]=2)=[CH:10][C:6]=1[C:7]([OH:9])=[O:8]. The yield is 0.500. (2) The reactants are [CH:1]([N:14]1[CH2:17][C:16]([C:19]2[O:20][C:21]3[CH:28]=[CH:27][CH:26]=[CH:25][C:22]=3[C:23]=2[CH3:24])(O)[CH2:15]1)([C:8]1[CH:13]=[CH:12][CH:11]=[CH:10][CH:9]=1)[C:2]1[CH:7]=[CH:6][CH:5]=[CH:4][CH:3]=1.C([SiH](CC)CC)C.FC(F)(F)C(O)=O.B(F)(F)F.CCOCC. The catalyst is ClCCl. The product is [CH:1]([N:14]1[CH2:17][CH:16]([C:19]2[O:20][C:21]3[CH:28]=[CH:27][CH:26]=[CH:25][C:22]=3[C:23]=2[CH3:24])[CH2:15]1)([C:8]1[CH:9]=[CH:10][CH:11]=[CH:12][CH:13]=1)[C:2]1[CH:7]=[CH:6][CH:5]=[CH:4][CH:3]=1. The yield is 0.630. (3) The product is [F:41][C:37]1[CH:38]=[C:39]2[C:34](=[CH:35][CH:36]=1)[CH:33]=[N:32][C:31]([NH:30][C:29](=[O:42])[O:28][CH2:27][C@@H:9]([N:7]([CH3:8])[C:6]([NH:5][CH2:4][C:3]1[CH:44]=[CH:45][CH:46]=[C:47]([F:48])[C:2]=1[Cl:1])=[O:43])[CH2:10][CH2:11][C:12](=[O:13])[N:14]1[CH2:19][CH2:18][NH:17][CH2:16][CH2:15]1)=[CH:40]2. The yield is 0.650. The catalyst is CO. The reactants are [Cl:1][C:2]1[C:47]([F:48])=[CH:46][CH:45]=[CH:44][C:3]=1[CH2:4][NH:5][C:6](=[O:43])[N:7]([C@H:9]([CH2:27][O:28][C:29](=[O:42])[NH:30][C:31]1[N:32]=[CH:33][C:34]2[C:39]([CH:40]=1)=[CH:38][C:37]([F:41])=[CH:36][CH:35]=2)[CH2:10][CH2:11][C:12]([N:14]1[CH2:19][CH2:18][N:17](C(OC(C)(C)C)=O)[CH2:16][CH2:15]1)=[O:13])[CH3:8].Cl. (4) The reactants are [Cl:1][C:2]1[CH:7]=[CH:6][C:5]([C:8]2[C:12]([CH2:13][O:14][C:15]3[CH:23]=[CH:22][C:18]([C:19]([OH:21])=O)=[CH:17][N:16]=3)=[C:11]([CH3:24])[O:10][N:9]=2)=[CH:4][CH:3]=1.[CH3:25][N:26]1[CH:30]=[C:29]([NH2:31])[CH:28]=[N:27]1.O.ON1C2C=CC=CC=2N=N1.C(N(C(C)C)C(C)C)C. The catalyst is C1COCC1. The product is [Cl:1][C:2]1[CH:3]=[CH:4][C:5]([C:8]2[C:12]([CH2:13][O:14][C:15]3[CH:23]=[CH:22][C:18]([C:19]([NH:31][C:29]4[CH:28]=[N:27][N:26]([CH3:25])[CH:30]=4)=[O:21])=[CH:17][N:16]=3)=[C:11]([CH3:24])[O:10][N:9]=2)=[CH:6][CH:7]=1. The yield is 0.730. (5) The reactants are [NH2:1][C:2]1[CH:3]=[N:4][CH:5]=[C:6]([CH:10]=1)[C:7]([OH:9])=[O:8].S(Cl)(Cl)=O.[CH2:15](O)[CH3:16]. No catalyst specified. The product is [NH2:1][C:2]1[CH:3]=[N:4][CH:5]=[C:6]([CH:10]=1)[C:7]([O:9][CH2:15][CH3:16])=[O:8]. The yield is 0.890. (6) The reactants are Br[C:2]1[CH:3]=[N:4][CH:5]=[C:6]2[C:11]=1[N:10]=[C:9]([C:12]([NH:14][CH2:15][C:16]([CH3:19])([CH3:18])[CH3:17])=[O:13])[CH:8]=[CH:7]2.[F:20][C:21]1[CH:26]=[CH:25][CH:24]=[CH:23][C:22]=1B(O)O.C(=O)([O-])[O-].[Cs+].[Cs+]. The catalyst is O1CCOCC1.O.C1(P([C-]2C=CC=C2)C2C=CC=CC=2)C=CC=CC=1.[C-]1(P(C2C=CC=CC=2)C2C=CC=CC=2)C=CC=C1.[Fe+2].[Pd](Cl)Cl. The product is [F:20][C:21]1[CH:26]=[CH:25][CH:24]=[CH:23][C:22]=1[C:2]1[CH:3]=[N:4][CH:5]=[C:6]2[C:11]=1[N:10]=[C:9]([C:12]([NH:14][CH2:15][C:16]([CH3:19])([CH3:18])[CH3:17])=[O:13])[CH:8]=[CH:7]2. The yield is 0.860. (7) The reactants are [Cl:1][C:2]1[CH:7]=[CH:6][N:5]=[C:4]([C@@H:8]([NH:12][S@](C(C)(C)C)=O)[CH2:9][CH:10]=[CH2:11])[CH:3]=1.Cl.CCN(CC)CC.[O:27](C(OC(C)(C)C)=O)[C:28]([O:30][C:31]([CH3:34])([CH3:33])[CH3:32])=O. The catalyst is CO.ClCCl. The product is [Cl:1][C:2]1[CH:7]=[CH:6][N:5]=[C:4]([C@@H:8]([NH:12][C:28](=[O:27])[O:30][C:31]([CH3:34])([CH3:33])[CH3:32])[CH2:9][CH:10]=[CH2:11])[CH:3]=1. The yield is 0.860. (8) The reactants are Cl.[NH2:2][CH2:3][C:4]1[CH:5]=[C:6]2[C:10](=[CH:11][CH:12]=1)[C:9](=[O:13])[N:8]([CH:14]1[CH2:19][CH2:18][C:17](=[O:20])[NH:16][C:15]1=[O:21])[CH2:7]2.[F:22][C:23]([F:36])([C:27]1[CH:32]=[CH:31][CH:30]=[C:29]([CH2:33][CH2:34][OH:35])[CH:28]=1)[C:24](O)=[O:25].C(N(CC)C(C)C)(C)C.F[P-](F)(F)(F)(F)F.CN(C(N(C)C)=[N+]1C2C(=NC=CC=2)[N+]([O-])=N1)C. The catalyst is CN(C)C=O.O. The product is [O:21]=[C:15]1[CH:14]([N:8]2[CH2:7][C:6]3[C:10](=[CH:11][CH:12]=[C:4]([CH2:3][NH:2][C:24](=[O:25])[C:23]([F:36])([F:22])[C:27]4[CH:32]=[CH:31][CH:30]=[C:29]([CH2:33][CH2:34][OH:35])[CH:28]=4)[CH:5]=3)[C:9]2=[O:13])[CH2:19][CH2:18][C:17](=[O:20])[NH:16]1. The yield is 0.110. (9) The reactants are C[O:2][C:3]1[CH:4]=[C:5]([C:9]2[CH:10]=[C:11]3[C:16](=[CH:17][CH:18]=2)[N:15]=[C:14]([C:19]2[CH:20]=[N:21][CH:22]=[CH:23][CH:24]=2)[N:13]=[C:12]3[NH:25][CH3:26])[CH:6]=[CH:7][CH:8]=1.COC1C=C(C2C=C3C(=CC=2)N=C(C2C=NC=CC=2)N=C3N2CCCC2)C=CC=1.N1CCCC1.B(Br)(Br)Br.C([O-])(O)=O.[Na+]. The catalyst is C(Cl)Cl. The product is [CH3:26][NH:25][C:12]1[C:11]2[C:16](=[CH:17][CH:18]=[C:9]([C:5]3[CH:4]=[C:3]([OH:2])[CH:8]=[CH:7][CH:6]=3)[CH:10]=2)[N:15]=[C:14]([C:19]2[CH:20]=[N:21][CH:22]=[CH:23][CH:24]=2)[N:13]=1. The yield is 0.990.